Dataset: Peptide-MHC class II binding affinity with 134,281 pairs from IEDB. Task: Regression. Given a peptide amino acid sequence and an MHC pseudo amino acid sequence, predict their binding affinity value. This is MHC class II binding data. (1) The peptide sequence is GVLYVGSKTKEGVVH. The MHC is DRB3_0101 with pseudo-sequence DRB3_0101. The binding affinity (normalized) is 0.152. (2) The peptide sequence is RVYCDPCRAGFETNV. The MHC is DRB4_0101 with pseudo-sequence DRB4_0103. The binding affinity (normalized) is 0. (3) The binding affinity (normalized) is 0.0833. The MHC is DRB1_1501 with pseudo-sequence DRB1_1501. The peptide sequence is VCGMFTNRSGSQQWR.